From a dataset of Forward reaction prediction with 1.9M reactions from USPTO patents (1976-2016). Predict the product of the given reaction. (1) Given the reactants [CH3:1][C:2]1[O:6][N:5]=[C:4]([C:7]2[CH:12]=[CH:11][CH:10]=[CH:9][CH:8]=2)[C:3]=1[CH2:13][O:14][C:15]1[CH:23]=[CH:22][C:18]([C:19]([OH:21])=O)=[CH:17][N:16]=1.[F:24][C:25]([F:30])([F:29])[CH:26]([NH2:28])[CH3:27], predict the reaction product. The product is: [CH3:1][C:2]1[O:6][N:5]=[C:4]([C:7]2[CH:8]=[CH:9][CH:10]=[CH:11][CH:12]=2)[C:3]=1[CH2:13][O:14][C:15]1[CH:23]=[CH:22][C:18]([C:19]([NH:28][CH:26]([CH3:27])[C:25]([F:30])([F:29])[F:24])=[O:21])=[CH:17][N:16]=1. (2) Given the reactants [C:1]1([C@@H:7]2[CH2:9][C@H:8]2[NH:10][CH2:11][CH:12]2[CH2:17][CH2:16][N:15]([C:18]([O:20][C:21]([CH3:24])([CH3:23])[CH3:22])=[O:19])[CH2:14][CH2:13]2)[CH:6]=[CH:5][CH:4]=[CH:3][CH:2]=1.C(N(CC)CC)C.[F:32][C:33]([F:44])([F:43])[C:34](O[C:34](=[O:35])[C:33]([F:44])([F:43])[F:32])=[O:35].C([O-])([O-])=O.[Na+].[Na+], predict the reaction product. The product is: [F:32][C:33]([F:44])([F:43])[C:34]([N:10]([CH2:11][CH:12]1[CH2:17][CH2:16][N:15]([C:18]([O:20][C:21]([CH3:24])([CH3:23])[CH3:22])=[O:19])[CH2:14][CH2:13]1)[C@@H:8]1[CH2:9][C@H:7]1[C:1]1[CH:6]=[CH:5][CH:4]=[CH:3][CH:2]=1)=[O:35]. (3) Given the reactants [F:1][C:2]1[CH:7]=[CH:6][C:5]([C:8]2[C:9]([N:14]3[CH2:19][CH2:18][NH:17][CH2:16][CH2:15]3)=[N:10][CH:11]=[CH:12][N:13]=2)=[CH:4][CH:3]=1.[CH3:20][N:21]1[C:25]([CH3:26])=[C:24]([CH2:27][CH2:28][CH:29]=O)[C:23]([CH3:31])=[N:22]1.C(O[BH-](OC(=O)C)OC(=O)C)(=O)C.[Na+].[Cl:46]CCCl, predict the reaction product. The product is: [ClH:46].[F:1][C:2]1[CH:7]=[CH:6][C:5]([C:8]2[C:9]([N:14]3[CH2:15][CH2:16][N:17]([CH2:29][CH2:28][CH2:27][C:24]4[C:23]([CH3:31])=[N:22][N:21]([CH3:20])[C:25]=4[CH3:26])[CH2:18][CH2:19]3)=[N:10][CH:11]=[CH:12][N:13]=2)=[CH:4][CH:3]=1.